Dataset: Catalyst prediction with 721,799 reactions and 888 catalyst types from USPTO. Task: Predict which catalyst facilitates the given reaction. (1) Reactant: [N:1]1[C:10]2[C:5](=[CH:6][CH:7]=[N:8][CH:9]=2)[CH:4]=[C:3]([C:11]([O:13][CH2:14][CH3:15])=[O:12])[CH:2]=1.Br[CH2:17][C:18]([O:20][C:21]([CH3:24])([CH3:23])[CH3:22])=[O:19].[BH4-].[Na+]. Product: [C:21]([O:20][C:18](=[O:19])[CH2:17][N:8]1[CH2:9][C:10]2[N:1]=[CH:2][C:3]([C:11]([O:13][CH2:14][CH3:15])=[O:12])=[CH:4][C:5]=2[CH2:6][CH2:7]1)([CH3:24])([CH3:23])[CH3:22]. The catalyst class is: 23. (2) Reactant: [NH2:1][C:2]1[CH:7]=[CH:6][CH:5]=[CH:4][C:3]=1[SH:8].[Cl:9][CH2:10][C:11](O)=[O:12].C(=O)([O-])[O-].[K+].[K+]. Product: [Cl:9][CH2:10][C:11]1[O:12][C:3]2[CH:4]=[CH:5][CH:6]=[CH:7][C:2]=2[N:1]=1.[Cl:9][CH2:10][C:11]1[S:8][C:3]2[CH:4]=[CH:5][CH:6]=[CH:7][C:2]=2[N:1]=1. The catalyst class is: 6. (3) Reactant: ClC(Cl)(O[C:5](=[O:11])OC(Cl)(Cl)Cl)Cl.[CH3:13][O:14][C:15]1[CH:20]=[CH:19][C:18]([C:21]2[N:22]=[C:23]([CH:34]3[CH2:39][CH2:38][NH:37][CH2:36][CH2:35]3)[O:24][C:25]=2[C:26]2[CH:31]=[CH:30][C:29]([O:32][CH3:33])=[CH:28][CH:27]=2)=[CH:17][CH:16]=1.C(N(CC)CC)C.Cl.[CH:48]([NH:51][OH:52])([CH3:50])[CH3:49].[Cl-].[NH4+]. Product: [CH3:13][O:14][C:15]1[CH:20]=[CH:19][C:18]([C:21]2[N:22]=[C:23]([CH:34]3[CH2:39][CH2:38][N:37]([C:5](=[O:11])[N:51]([CH:48]([CH3:50])[CH3:49])[OH:52])[CH2:36][CH2:35]3)[O:24][C:25]=2[C:26]2[CH:31]=[CH:30][C:29]([O:32][CH3:33])=[CH:28][CH:27]=2)=[CH:17][CH:16]=1. The catalyst class is: 46. (4) Reactant: [OH:1][CH2:2][C:3]1[N:4]=[C:5]([CH:8]=[CH:9][C:10]2[CH:15]=[CH:14][C:13]([C:16]([F:19])([F:18])[F:17])=[CH:12][CH:11]=2)[O:6][CH:7]=1.CC([O-])(C)C.[Na+].[Br:26][C:27]1[CH:28]=[N:29][C:30](Cl)=[N:31][CH:32]=1.C(Cl)(Cl)Cl. Product: [Br:26][C:27]1[CH:28]=[N:29][C:30]([O:1][CH2:2][C:3]2[N:4]=[C:5]([CH:8]=[CH:9][C:10]3[CH:15]=[CH:14][C:13]([C:16]([F:19])([F:18])[F:17])=[CH:12][CH:11]=3)[O:6][CH:7]=2)=[N:31][CH:32]=1. The catalyst class is: 7. (5) Reactant: O=[C:2]1[NH:9][CH2:8][CH:7]2[N:10]([C:11]([O:13][C:14]([CH3:17])([CH3:16])[CH3:15])=[O:12])[CH:3]1[CH2:4][CH2:5][CH2:6]2.COC1C=CC(P2(SP(C3C=CC(OC)=CC=3)(=S)S2)=[S:27])=CC=1. Product: [S:27]=[C:2]1[NH:9][CH2:8][CH:7]2[N:10]([C:11]([O:13][C:14]([CH3:17])([CH3:16])[CH3:15])=[O:12])[CH:3]1[CH2:4][CH2:5][CH2:6]2. The catalyst class is: 1.